This data is from NCI-60 drug combinations with 297,098 pairs across 59 cell lines. The task is: Regression. Given two drug SMILES strings and cell line genomic features, predict the synergy score measuring deviation from expected non-interaction effect. (1) Drug 1: CC1C(C(CC(O1)OC2CC(CC3=C2C(=C4C(=C3O)C(=O)C5=C(C4=O)C(=CC=C5)OC)O)(C(=O)C)O)N)O.Cl. Drug 2: C1=NC2=C(N1)C(=S)N=CN2. Cell line: SR. Synergy scores: CSS=62.0, Synergy_ZIP=-9.39, Synergy_Bliss=-17.9, Synergy_Loewe=-18.4, Synergy_HSA=-15.2. (2) Drug 1: CC=C1C(=O)NC(C(=O)OC2CC(=O)NC(C(=O)NC(CSSCCC=C2)C(=O)N1)C(C)C)C(C)C. Drug 2: CN(CCCl)CCCl.Cl. Cell line: RXF 393. Synergy scores: CSS=42.6, Synergy_ZIP=-0.187, Synergy_Bliss=1.25, Synergy_Loewe=-0.488, Synergy_HSA=3.27.